From a dataset of Reaction yield outcomes from USPTO patents with 853,638 reactions. Predict the reaction yield, written as a fraction of the theoretical maximum amount of product (1.0 means a 100% yield; for example, 0.34 means a 34% yield). (1) The reactants are [N+:1]([C:4]1[CH:23]=[CH:22][CH:21]=[C:6]2[C:7]([N:9]([C:12]3([CH3:20])[CH2:17][CH2:16][C:15](=[O:18])[NH:14][C:13]3=[O:19])[C:10](=[O:11])[C:5]=12)=[O:8])([O-])=O.[H][H]. The catalyst is CC(C)=O.C(OCC)(=O)C.[Pd]. The product is [NH2:1][C:4]1[CH:23]=[CH:22][CH:21]=[C:6]2[C:7]([N:9]([C:12]3([CH3:20])[CH2:17][CH2:16][C:15](=[O:18])[NH:14][C:13]3=[O:19])[C:10](=[O:11])[C:5]=12)=[O:8]. The yield is 0.820. (2) The reactants are [Br:1][C:2]1[CH:7]=[CH:6][C:5]([OH:8])=[CH:4][CH:3]=1.C([O:11][C:12](=[O:17])[CH2:13][CH2:14][CH2:15]Br)C.C([O-])([O-])=O.[K+].[K+].[OH-].[Na+]. The catalyst is CN(C=O)C.CO. The product is [Br:1][C:2]1[CH:7]=[CH:6][C:5]([O:8][CH2:15][CH2:14][CH2:13][C:12]([OH:17])=[O:11])=[CH:4][CH:3]=1. The yield is 0.980. (3) The reactants are [NH2:1][C:2]1[CH:10]=[CH:9][CH:8]=[C:7]2[C:3]=1[CH2:4][CH2:5][CH:6]2[N:11]1[CH:16]=[CH:15][CH:14]=[C:13]([C:17]([NH:19][C:20]2[CH:25]=[CH:24][N:23]=[CH:22][CH:21]=2)=[O:18])[C:12]1=[O:26].[C:27](Cl)(=[O:29])[CH3:28].CCN(CC)CC. The catalyst is C(Cl)Cl. The product is [C:27]([NH:1][C:2]1[CH:10]=[CH:9][CH:8]=[C:7]2[C:3]=1[CH2:4][CH2:5][CH:6]2[N:11]1[CH:16]=[CH:15][CH:14]=[C:13]([C:17]([NH:19][C:20]2[CH:25]=[CH:24][N:23]=[CH:22][CH:21]=2)=[O:18])[C:12]1=[O:26])(=[O:29])[CH3:28]. The yield is 0.590. (4) The yield is 0.280. The catalyst is CO. The reactants are [CH:1]1([NH:4][C:5]([CH:7]2[O:11]C(C)=[N:9][CH:8]2[CH2:13][CH2:14][CH3:15])=[O:6])[CH2:3][CH2:2]1.[ClH:16]. The product is [ClH:16].[CH:1]1([NH:4][C:5](=[O:6])[C@@H:7]([OH:11])[C@@H:8]([NH2:9])[CH2:13][CH2:14][CH3:15])[CH2:3][CH2:2]1. (5) The catalyst is ClCCl. The product is [CH2:36]([N:23]1[CH2:24][CH2:25][CH2:26][C@@H:21]([CH2:20][N:17]2[CH2:18][CH2:19][N:14]([C:12]([NH:11][C:6]3[CH:7]=[CH:8][C:9]([Cl:10])=[C:4]([Cl:3])[CH:5]=3)=[O:13])[CH2:15][CH2:16]2)[CH2:22]1)[C:37]1[CH:42]=[CH:41][CH:40]=[CH:39][CH:38]=1. The yield is 0.660. The reactants are Cl.Cl.[Cl:3][C:4]1[CH:5]=[C:6]([NH:11][C:12]([N:14]2[CH2:19][CH2:18][N:17]([CH2:20][C@@H:21]3[CH2:26][CH2:25][CH2:24][NH:23][CH2:22]3)[CH2:16][CH2:15]2)=[O:13])[CH:7]=[CH:8][C:9]=1[Cl:10].C(N(CC)C(C)C)(C)C.[CH:36](=O)[C:37]1[CH:42]=[CH:41][CH:40]=[CH:39][CH:38]=1.C(O[BH-](OC(=O)C)OC(=O)C)(=O)C.[Na+]. (6) The yield is 0.560. The catalyst is ClC(Cl)C. The product is [ClH:23].[CH:20]([S:19][C:17]1[CH:16]=[CH:15][C:13]2[CH2:14][NH:8][CH2:9][CH2:10][O:11][C:12]=2[N:18]=1)([CH3:22])[CH3:21]. The reactants are C([N:8]1[CH2:14][C:13]2[CH:15]=[CH:16][C:17]([S:19][CH:20]([CH3:22])[CH3:21])=[N:18][C:12]=2[O:11][CH2:10][CH2:9]1)C1C=CC=CC=1.[Cl:23]C(OC(Cl)C)=O.